Dataset: NCI-60 drug combinations with 297,098 pairs across 59 cell lines. Task: Regression. Given two drug SMILES strings and cell line genomic features, predict the synergy score measuring deviation from expected non-interaction effect. (1) Drug 1: C1=C(C(=O)NC(=O)N1)N(CCCl)CCCl. Drug 2: CCCS(=O)(=O)NC1=C(C(=C(C=C1)F)C(=O)C2=CNC3=C2C=C(C=N3)C4=CC=C(C=C4)Cl)F. Cell line: T-47D. Synergy scores: CSS=5.92, Synergy_ZIP=-7.75, Synergy_Bliss=-2.42, Synergy_Loewe=-8.18, Synergy_HSA=-3.39. (2) Drug 1: C1CC(=O)NC(=O)C1N2CC3=C(C2=O)C=CC=C3N. Drug 2: C1C(C(OC1N2C=C(C(=O)NC2=O)F)CO)O. Cell line: TK-10. Synergy scores: CSS=58.9, Synergy_ZIP=4.89, Synergy_Bliss=8.41, Synergy_Loewe=-42.6, Synergy_HSA=8.85. (3) Drug 1: CN1C2=C(C=C(C=C2)N(CCCl)CCCl)N=C1CCCC(=O)O.Cl. Drug 2: C1CN(P(=O)(OC1)NCCCl)CCCl. Cell line: K-562. Synergy scores: CSS=7.29, Synergy_ZIP=0.298, Synergy_Bliss=3.51, Synergy_Loewe=4.31, Synergy_HSA=-1.50. (4) Drug 1: C1=CC(=C2C(=C1NCCNCCO)C(=O)C3=C(C=CC(=C3C2=O)O)O)NCCNCCO. Drug 2: CC1OCC2C(O1)C(C(C(O2)OC3C4COC(=O)C4C(C5=CC6=C(C=C35)OCO6)C7=CC(=C(C(=C7)OC)O)OC)O)O. Cell line: HCT-15. Synergy scores: CSS=72.7, Synergy_ZIP=3.59, Synergy_Bliss=2.07, Synergy_Loewe=-0.585, Synergy_HSA=7.09. (5) Drug 1: C1=CC(=CC=C1CCCC(=O)O)N(CCCl)CCCl. Drug 2: COC1=NC(=NC2=C1N=CN2C3C(C(C(O3)CO)O)O)N. Cell line: COLO 205. Synergy scores: CSS=29.7, Synergy_ZIP=4.24, Synergy_Bliss=10.8, Synergy_Loewe=-5.42, Synergy_HSA=5.35. (6) Drug 1: CC(CN1CC(=O)NC(=O)C1)N2CC(=O)NC(=O)C2. Drug 2: CCC1(CC2CC(C3=C(CCN(C2)C1)C4=CC=CC=C4N3)(C5=C(C=C6C(=C5)C78CCN9C7C(C=CC9)(C(C(C8N6C=O)(C(=O)OC)O)OC(=O)C)CC)OC)C(=O)OC)O.OS(=O)(=O)O. Cell line: ACHN. Synergy scores: CSS=35.2, Synergy_ZIP=-6.79, Synergy_Bliss=-0.353, Synergy_Loewe=-0.944, Synergy_HSA=-1.07. (7) Drug 1: C(=O)(N)NO. Drug 2: CC(C)(C#N)C1=CC(=CC(=C1)CN2C=NC=N2)C(C)(C)C#N. Cell line: A549. Synergy scores: CSS=-0.838, Synergy_ZIP=2.10, Synergy_Bliss=1.80, Synergy_Loewe=-1.02, Synergy_HSA=-1.12. (8) Drug 1: COC1=C(C=C2C(=C1)N=CN=C2NC3=CC(=C(C=C3)F)Cl)OCCCN4CCOCC4. Drug 2: CC1=C(C=C(C=C1)NC(=O)C2=CC=C(C=C2)CN3CCN(CC3)C)NC4=NC=CC(=N4)C5=CN=CC=C5. Cell line: IGROV1. Synergy scores: CSS=36.1, Synergy_ZIP=-2.33, Synergy_Bliss=-5.43, Synergy_Loewe=-19.3, Synergy_HSA=-6.02. (9) Synergy scores: CSS=4.24, Synergy_ZIP=-1.67, Synergy_Bliss=-1.13, Synergy_Loewe=-2.61, Synergy_HSA=-1.81. Cell line: NCI-H522. Drug 2: CCCS(=O)(=O)NC1=C(C(=C(C=C1)F)C(=O)C2=CNC3=C2C=C(C=N3)C4=CC=C(C=C4)Cl)F. Drug 1: CN(C)N=NC1=C(NC=N1)C(=O)N.